This data is from Full USPTO retrosynthesis dataset with 1.9M reactions from patents (1976-2016). The task is: Predict the reactants needed to synthesize the given product. (1) Given the product [CH2:1]([O:3][C:4]([C:5]1[CH2:6][CH2:7][O:8][C:9]2[CH:14]=[CH:13][CH:12]=[CH:11][C:10]=2[CH:15]=1)=[O:17])[CH3:2], predict the reactants needed to synthesize it. The reactants are: [CH2:1]([O:3][C:4](=[O:17])[CH2:5][CH2:6][CH2:7][O:8][C:9]1[CH:14]=[CH:13][CH:12]=[CH:11][C:10]=1[CH:15]=O)[CH3:2].[O-]CC.[Na+].Cl. (2) Given the product [Br:1][C:2]1[CH:7]=[C:6]([O:8][CH3:9])[C:5]([O:10][CH3:11])=[CH:4][C:3]=1[CH:12]([CH2:34][CH:30]=[CH2:31])[C:13]([O:15][CH3:16])=[O:14], predict the reactants needed to synthesize it. The reactants are: [Br:1][C:2]1[CH:7]=[C:6]([O:8][CH3:9])[C:5]([O:10][CH3:11])=[CH:4][C:3]=1[CH2:12][C:13]([O:15][CH3:16])=[O:14].[Li+].C[Si]([N-][Si](C)(C)C)(C)C.[NH4+].[Cl-].O.[CH2:30]1[CH2:34]OC[CH2:31]1.